This data is from Reaction yield outcomes from USPTO patents with 853,638 reactions. The task is: Predict the reaction yield, written as a fraction of the theoretical maximum amount of product (1.0 means a 100% yield; for example, 0.34 means a 34% yield). (1) The reactants are [CH2:1]([S:3]([C:6]1[CH:13]=[CH:12][C:11]([N+:14]([O-])=O)=[CH:10][C:7]=1[C:8]#[N:9])(=[O:5])=[O:4])[CH3:2].[C:17](O)(=[O:19])[CH3:18].C(OC(=O)C)(=O)C. The catalyst is [Fe]. The product is [C:8]([C:7]1[CH:10]=[C:11]([NH:14][C:17](=[O:19])[CH3:18])[CH:12]=[CH:13][C:6]=1[S:3]([CH2:1][CH3:2])(=[O:5])=[O:4])#[N:9]. The yield is 0.830. (2) The product is [Cl:1][C:2]1[N:11]=[C:10]([NH:13][C:14]2[CH:19]=[CH:18][N:17]=[CH:16][CH:15]=2)[C:9]2[C:4](=[CH:5][CH:6]=[CH:7][CH:8]=2)[N:3]=1. The yield is 0.610. The reactants are [Cl:1][C:2]1[N:11]=[C:10](Cl)[C:9]2[C:4](=[CH:5][CH:6]=[CH:7][CH:8]=2)[N:3]=1.[NH2:13][C:14]1[CH:19]=[CH:18][N:17]=[CH:16][CH:15]=1.Cl. The catalyst is C(O)(C)C. (3) The reactants are [CH3:1][O:2][C:3](=[O:18])[C:4]1[CH:9]=[C:8](F)[C:7]([C:11]([F:14])([F:13])[F:12])=[CH:6][C:5]=1[N+:15]([O-:17])=[O:16].[Br:19][C:20]1[N:21]=[CH:22][NH:23][CH:24]=1.C(N(C(C)C)C(C)C)C. The catalyst is O1CCOCC1. The product is [CH3:1][O:2][C:3](=[O:18])[C:4]1[CH:9]=[C:8]([N:23]2[CH:24]=[C:20]([Br:19])[N:21]=[CH:22]2)[C:7]([C:11]([F:14])([F:13])[F:12])=[CH:6][C:5]=1[N+:15]([O-:17])=[O:16]. The yield is 0.950. (4) The reactants are [Cl-].O[NH3+:3].[C:4](=[O:7])([O-])[OH:5].[Na+].CS(C)=O.[CH3:13][S:14][CH2:15][CH2:16][O:17][C@H:18]1[CH2:23][CH2:22][C@H:21]([N:24]2[C:29](=[O:30])[C:28]([CH2:31][C:32]3[CH:37]=[CH:36][C:35]([C:38]4[C:39]([C:44]#[N:45])=[CH:40][CH:41]=[CH:42][CH:43]=4)=[CH:34][CH:33]=3)=[C:27]([CH2:46][CH2:47][CH3:48])[N:26]3[N:49]=[CH:50][N:51]=[C:25]23)[CH2:20][CH2:19]1. The product is [CH3:13][S:14][CH2:15][CH2:16][O:17][C@H:18]1[CH2:23][CH2:22][C@H:21]([N:24]2[C:29](=[O:30])[C:28]([CH2:31][C:32]3[CH:37]=[CH:36][C:35]([C:38]4[CH:43]=[CH:42][CH:41]=[CH:40][C:39]=4[C:44]4[NH:3][C:4](=[O:7])[O:5][N:45]=4)=[CH:34][CH:33]=3)=[C:27]([CH2:46][CH2:47][CH3:48])[N:26]3[N:49]=[CH:50][N:51]=[C:25]23)[CH2:20][CH2:19]1. The yield is 0.590. The catalyst is C(OCC)(=O)C. (5) The reactants are N[C:2]1[CH:7]=[CH:6][C:5]([C:8]2[NH:13][C:12](=[O:14])[NH:11][CH:10]([C:15]3[CH:20]=[C:19]([N+]([O-])=O)C(O)=C(OCC)[CH:16]=3)[C:9]=2[C:28]2[CH:33]=[CH:32][CH:31]=[CH:30][CH:29]=2)=[CH:4][CH:3]=1.[C:34]1([C:40](=[O:48])CC2C=CC=CC=2)C=CC=CC=1.N[C:50](N)=[O:51].Cl.[CH2:54]([OH:56])[CH3:55]. The catalyst is CCOC(C)=O. The product is [OH:56][C:54]1[CH:16]=[C:15]([CH:10]2[C:9]([C:28]3[CH:33]=[CH:32][CH:31]=[CH:30][CH:29]=3)=[C:8]([C:5]3[CH:4]=[CH:3][CH:2]=[CH:7][CH:6]=3)[NH:13][C:12](=[O:14])[NH:11]2)[CH:20]=[CH:19][C:55]=1[C:50]([O:48][CH2:40][CH3:34])=[O:51]. The yield is 0.695. (6) The reactants are [C:1]([C:5]1[O:9][N:8]=[C:7]([NH:10][C:11]([NH:13][C:14]2[CH:19]=[CH:18][CH:17]=[C:16]([O:20][C:21]3[C:30]4[C:25](=[CH:26][C:27]([O:33][CH2:34][CH2:35]Cl)=[C:28]([O:31][CH3:32])[CH:29]=4)[N:24]=[CH:23][N:22]=3)[CH:15]=2)=[O:12])[CH:6]=1)([CH3:4])([CH3:3])[CH3:2].[N:37]1([CH2:43][CH2:44][OH:45])[CH2:42][CH2:41][NH:40][CH2:39][CH2:38]1. No catalyst specified. The product is [C:1]([C:5]1[O:9][N:8]=[C:7]([NH:10][C:11]([NH:13][C:14]2[CH:19]=[CH:18][CH:17]=[C:16]([O:20][C:21]3[C:30]4[C:25](=[CH:26][C:27]([O:33][CH2:34][CH2:35][N:40]5[CH2:41][CH2:42][N:37]([CH2:43][CH2:44][OH:45])[CH2:38][CH2:39]5)=[C:28]([O:31][CH3:32])[CH:29]=4)[N:24]=[CH:23][N:22]=3)[CH:15]=2)=[O:12])[CH:6]=1)([CH3:4])([CH3:3])[CH3:2]. The yield is 0.130.